This data is from Catalyst prediction with 721,799 reactions and 888 catalyst types from USPTO. The task is: Predict which catalyst facilitates the given reaction. (1) Reactant: S([O-])([O-])(=O)=O.[Mg+2].[F:7][C:8]1[CH:13]=[C:12]([C:14]2[N:19]=[C:18]([NH:20][CH2:21][CH2:22][S:23][CH3:24])[C:17]3[C:25]([C:28]4[NH:29][C:30]5[CH2:35][CH2:34][NH:33][CH2:32][C:31]=5[N:36]=4)=[N:26][NH:27][C:16]=3[CH:15]=2)[C:11]([CH2:37][C:38]([F:41])([F:40])[F:39])=[CH:10][C:9]=1[OH:42].[CH:43](=O)[C:44]1[CH:49]=[CH:48][CH:47]=[CH:46][CH:45]=1.C([BH3-])#N.[Na+]. Product: [CH2:43]([N:33]1[CH2:34][CH2:35][C:30]2[NH:29][C:28]([C:25]3[C:17]4[C:18]([NH:20][CH2:21][CH2:22][S:23][CH3:24])=[N:19][C:14]([C:12]5[C:11]([CH2:37][C:38]([F:41])([F:40])[F:39])=[CH:10][C:9]([OH:42])=[C:8]([F:7])[CH:13]=5)=[CH:15][C:16]=4[NH:27][N:26]=3)=[N:36][C:31]=2[CH2:32]1)[C:44]1[CH:49]=[CH:48][CH:47]=[CH:46][CH:45]=1. The catalyst class is: 5. (2) Reactant: [F:1][CH:2]([F:24])[C@H:3]1[O:11][C@H:10]2[C@H:6]([N:7]=[C:8]([N:12]([CH2:20][CH3:21])[C:13](=[O:19])[O:14][C:15]([CH3:18])([CH3:17])[CH3:16])[S:9]2)[C@@H:5]([OH:22])[C@@H:4]1[OH:23].N1C=CN=C1.[CH3:30][C:31]([Si:34](Cl)([CH3:36])[CH3:35])([CH3:33])[CH3:32]. The catalyst class is: 3. Product: [C:15]([O:14][C:13](=[O:19])[N:12]([C:8]1[S:9][C@H:10]2[O:11][C@H:3]([CH:2]([F:1])[F:24])[C@@H:4]([OH:23])[C@H:5]([O:22][Si:34]([C:31]([CH3:33])([CH3:32])[CH3:30])([CH3:36])[CH3:35])[C@H:6]2[N:7]=1)[CH2:20][CH3:21])([CH3:16])([CH3:17])[CH3:18].